This data is from Forward reaction prediction with 1.9M reactions from USPTO patents (1976-2016). The task is: Predict the product of the given reaction. (1) Given the reactants [F:1][C:2]1[C:10]2[C:5](=[CH:6][C:7]([N+:11]([O-])=O)=[CH:8][CH:9]=2)[NH:4][N:3]=1, predict the reaction product. The product is: [F:1][C:2]1[C:10]2[C:5](=[CH:6][C:7]([NH2:11])=[CH:8][CH:9]=2)[NH:4][N:3]=1. (2) Given the reactants F[C:2]1[CH:7]=[CH:6][C:5]([N+:8]([O-:10])=[O:9])=[CH:4][C:3]=1[N:11]1[C:15](=[O:16])[N:14]([CH3:17])[N:13]=[N:12]1.CC(C)([O-])C.[K+].[Si:24]([O:31][CH2:32][CH2:33][OH:34])([C:27]([CH3:30])([CH3:29])[CH3:28])([CH3:26])[CH3:25], predict the reaction product. The product is: [Si:24]([O:31][CH2:32][CH2:33][O:34][C:2]1[CH:7]=[CH:6][C:5]([N+:8]([O-:10])=[O:9])=[CH:4][C:3]=1[N:11]1[C:15](=[O:16])[N:14]([CH3:17])[N:13]=[N:12]1)([C:27]([CH3:29])([CH3:30])[CH3:28])([CH3:26])[CH3:25]. (3) Given the reactants [NH:1]1[C:5]2=[N:6][CH:7]=[C:8]([NH:10][C:11]3[C:12]4[C:19]5[CH2:20][CH2:21][C@H:22]([C:24](O)=[O:25])[CH2:23][C:18]=5[S:17][C:13]=4[N:14]=[CH:15][N:16]=3)[CH:9]=[C:4]2[CH:3]=[N:2]1.[CH3:27][C@H:28]1[CH2:33][O:32][CH2:31][CH2:30][NH:29]1, predict the reaction product. The product is: [CH3:27][C@H:28]1[CH2:33][O:32][CH2:31][CH2:30][N:29]1[C:24]([C@H:22]1[CH2:21][CH2:20][C:19]2[C:12]3[C:11]([NH:10][C:8]4[CH:9]=[C:4]5[CH:3]=[N:2][NH:1][C:5]5=[N:6][CH:7]=4)=[N:16][CH:15]=[N:14][C:13]=3[S:17][C:18]=2[CH2:23]1)=[O:25]. (4) Given the reactants [C:1](Cl)(=[O:8])[C:2]1[CH:7]=[CH:6][CH:5]=[CH:4][CH:3]=1.[N:10]1[CH:15]=[CH:14][C:13]([C:16]2[N:17]=[C:18]([NH2:21])[S:19][CH:20]=2)=[CH:12][CH:11]=1, predict the reaction product. The product is: [N:10]1[CH:11]=[CH:12][C:13]([C:16]2[N:17]=[C:18]([NH:21][C:1](=[O:8])[C:2]3[CH:7]=[CH:6][CH:5]=[CH:4][CH:3]=3)[S:19][CH:20]=2)=[CH:14][CH:15]=1. (5) Given the reactants [C:1]([C:3]1[CH:10]=[CH:9][C:6]([CH:7]=O)=[CH:5][CH:4]=1)#[N:2].[NH2:11][CH2:12][C:13]1[N:17]([CH2:18][CH2:19][NH:20][C:21](=[O:27])[O:22][C:23]([CH3:26])([CH3:25])[CH3:24])[N:16]=[C:15]([CH2:28][CH3:29])[C:14]=1[O:30][C:31]1[CH:36]=[C:35]([Cl:37])[CH:34]=[C:33]([Cl:38])[CH:32]=1.S([O-])([O-])(=O)=O.[Mg+2].[BH4-].[Na+], predict the reaction product. The product is: [C:1]([C:3]1[CH:10]=[CH:9][C:6]([CH2:7][NH:11][CH2:12][C:13]2[N:17]([CH2:18][CH2:19][NH:20][C:21](=[O:27])[O:22][C:23]([CH3:24])([CH3:25])[CH3:26])[N:16]=[C:15]([CH2:28][CH3:29])[C:14]=2[O:30][C:31]2[CH:32]=[C:33]([Cl:38])[CH:34]=[C:35]([Cl:37])[CH:36]=2)=[CH:5][CH:4]=1)#[N:2]. (6) Given the reactants [CH3:1][C:2]1[CH:10]=[CH:9][C:5]([C:6](Cl)=[O:7])=[CH:4][CH:3]=1.[C:11]([O-:14])([O-])=O.[Na+].[Na+].[NH2:17][CH2:18][CH2:19][NH:20][CH2:21][CH2:22][NH:23][CH2:24][CH2:25][NH:26][CH2:27][CH2:28][NH2:29], predict the reaction product. The product is: [CH3:1][C:2]1[CH:10]=[CH:9][C:5]([C:6]([NH:29][CH2:28][CH2:27][NH:26][CH2:25][CH2:24][NH:23][CH2:22][CH2:21][NH:20][CH2:19][CH:18]([C:11](=[O:14])[C:5]2[CH:9]=[CH:10][C:2]([CH3:1])=[CH:3][CH:4]=2)[NH2:17])=[O:7])=[CH:4][CH:3]=1. (7) Given the reactants [Cl:1][C:2]1[CH:3]=[CH:4][C:5]([C:8]#[N:9])=[N:6][CH:7]=1.[CH3:10][Sn:11](Cl)([CH3:13])[CH3:12].[Li+].CC([N-]C(C)C)C.[Cl-].[NH4+], predict the reaction product. The product is: [Cl:1][C:2]1[C:3]([Sn:11]([CH3:13])([CH3:12])[CH3:10])=[CH:4][C:5]([C:8]#[N:9])=[N:6][CH:7]=1.